Task: Predict the reaction yield, written as a fraction of the theoretical maximum amount of product (1.0 means a 100% yield; for example, 0.34 means a 34% yield).. Dataset: Reaction yield outcomes from USPTO patents with 853,638 reactions (1) The reactants are [F:1][C:2]1[CH:7]=[CH:6][C:5]([C:8]2[O:9][C:10]3[CH:20]=[C:19]([N+:21]([O-])=O)[C:18]([C:24]4[CH:29]=[CH:28][CH:27]=[C:26]([C:30](=[O:41])[NH:31][C:32]([C:35]5[CH:40]=[CH:39][CH:38]=[CH:37][CH:36]=5)([CH3:34])[CH3:33])[CH:25]=4)=[CH:17][C:11]=3[C:12]=2[C:13]([NH:15][CH3:16])=[O:14])=[CH:4][CH:3]=1. The catalyst is C(O)C.CC(O)=O.CCOC(C)=O.[Fe]. The yield is 0.470. The product is [NH2:21][C:19]1[C:18]([C:24]2[CH:29]=[CH:28][CH:27]=[C:26]([C:30](=[O:41])[NH:31][C:32]([C:35]3[CH:36]=[CH:37][CH:38]=[CH:39][CH:40]=3)([CH3:34])[CH3:33])[CH:25]=2)=[CH:17][C:11]2[C:12]([C:13]([NH:15][CH3:16])=[O:14])=[C:8]([C:5]3[CH:4]=[CH:3][C:2]([F:1])=[CH:7][CH:6]=3)[O:9][C:10]=2[CH:20]=1. (2) The reactants are [CH3:1]C(C)([O-])C.[K+].[Br:7][C:8]1[CH:9]=[C:10]2[C:15](=[CH:16][C:17]=1[Cl:18])[NH:14][C:13](=[O:19])[CH2:12][CH2:11]2.CI.O. The catalyst is CN(C=O)C. The product is [Br:7][C:8]1[CH:9]=[C:10]2[C:15](=[CH:16][C:17]=1[Cl:18])[N:14]([CH3:1])[C:13](=[O:19])[CH2:12][CH2:11]2. The yield is 0.900.